Task: Regression. Given two drug SMILES strings and cell line genomic features, predict the synergy score measuring deviation from expected non-interaction effect.. Dataset: NCI-60 drug combinations with 297,098 pairs across 59 cell lines (1) Drug 1: CS(=O)(=O)C1=CC(=C(C=C1)C(=O)NC2=CC(=C(C=C2)Cl)C3=CC=CC=N3)Cl. Drug 2: CCN(CC)CCCC(C)NC1=C2C=C(C=CC2=NC3=C1C=CC(=C3)Cl)OC. Cell line: UO-31. Synergy scores: CSS=37.7, Synergy_ZIP=-5.66, Synergy_Bliss=-0.0275, Synergy_Loewe=-0.154, Synergy_HSA=0.410. (2) Drug 1: CC(CN1CC(=O)NC(=O)C1)N2CC(=O)NC(=O)C2. Drug 2: C1CC(=O)NC(=O)C1N2C(=O)C3=CC=CC=C3C2=O. Cell line: K-562. Synergy scores: CSS=19.5, Synergy_ZIP=-5.71, Synergy_Bliss=1.08, Synergy_Loewe=0.347, Synergy_HSA=0.617. (3) Drug 1: C1CCC(C1)C(CC#N)N2C=C(C=N2)C3=C4C=CNC4=NC=N3. Drug 2: C1=CC(=CC=C1CCC2=CNC3=C2C(=O)NC(=N3)N)C(=O)NC(CCC(=O)O)C(=O)O. Cell line: BT-549. Synergy scores: CSS=18.9, Synergy_ZIP=6.58, Synergy_Bliss=11.5, Synergy_Loewe=0.492, Synergy_HSA=8.83. (4) Drug 1: C1=C(C(=O)NC(=O)N1)F. Drug 2: CC1C(C(=O)NC(C(=O)N2CCCC2C(=O)N(CC(=O)N(C(C(=O)O1)C(C)C)C)C)C(C)C)NC(=O)C3=C4C(=C(C=C3)C)OC5=C(C(=O)C(=C(C5=N4)C(=O)NC6C(OC(=O)C(N(C(=O)CN(C(=O)C7CCCN7C(=O)C(NC6=O)C(C)C)C)C)C(C)C)C)N)C. Cell line: OVCAR3. Synergy scores: CSS=65.2, Synergy_ZIP=3.88, Synergy_Bliss=2.43, Synergy_Loewe=2.77, Synergy_HSA=2.54. (5) Drug 1: CC1=C(C(=O)C2=C(C1=O)N3CC4C(C3(C2COC(=O)N)OC)N4)N. Drug 2: CC1C(C(CC(O1)OC2CC(CC3=C2C(=C4C(=C3O)C(=O)C5=CC=CC=C5C4=O)O)(C(=O)C)O)N)O. Cell line: SK-MEL-5. Synergy scores: CSS=70.4, Synergy_ZIP=-1.91, Synergy_Bliss=2.78, Synergy_Loewe=6.06, Synergy_HSA=7.09. (6) Drug 1: CC1C(C(=O)NC(C(=O)N2CCCC2C(=O)N(CC(=O)N(C(C(=O)O1)C(C)C)C)C)C(C)C)NC(=O)C3=C4C(=C(C=C3)C)OC5=C(C(=O)C(=C(C5=N4)C(=O)NC6C(OC(=O)C(N(C(=O)CN(C(=O)C7CCCN7C(=O)C(NC6=O)C(C)C)C)C)C(C)C)C)N)C. Drug 2: CC1C(C(CC(O1)OC2CC(CC3=C2C(=C4C(=C3O)C(=O)C5=C(C4=O)C(=CC=C5)OC)O)(C(=O)CO)O)N)O.Cl. Cell line: OVCAR-5. Synergy scores: CSS=29.7, Synergy_ZIP=1.11, Synergy_Bliss=2.13, Synergy_Loewe=0.792, Synergy_HSA=2.13. (7) Drug 1: C1=CC(=CC=C1C#N)C(C2=CC=C(C=C2)C#N)N3C=NC=N3. Drug 2: CC1=C(C(=O)C2=C(C1=O)N3CC4C(C3(C2COC(=O)N)OC)N4)N. Cell line: RPMI-8226. Synergy scores: CSS=31.4, Synergy_ZIP=-1.46, Synergy_Bliss=0.889, Synergy_Loewe=-11.0, Synergy_HSA=4.02. (8) Drug 1: CCC1=C2CN3C(=CC4=C(C3=O)COC(=O)C4(CC)O)C2=NC5=C1C=C(C=C5)O. Drug 2: C1C(C(OC1N2C=NC(=NC2=O)N)CO)O. Cell line: UO-31. Synergy scores: CSS=17.7, Synergy_ZIP=-6.66, Synergy_Bliss=-0.680, Synergy_Loewe=-8.99, Synergy_HSA=0.684.